From a dataset of Peptide-MHC class II binding affinity with 134,281 pairs from IEDB. Regression. Given a peptide amino acid sequence and an MHC pseudo amino acid sequence, predict their binding affinity value. This is MHC class II binding data. (1) The MHC is DRB1_0802 with pseudo-sequence DRB1_0802. The binding affinity (normalized) is 0.804. The peptide sequence is AFKVAATAANAAPANY. (2) The peptide sequence is GIAQSASVLSFMDKG. The MHC is HLA-DQA10501-DQB10302 with pseudo-sequence HLA-DQA10501-DQB10302. The binding affinity (normalized) is 0.410. (3) The binding affinity (normalized) is 0.146. The peptide sequence is KSTNGLRIKSYEDAK. The MHC is DRB3_0202 with pseudo-sequence DRB3_0202. (4) The peptide sequence is EKKYFAATQFEPLYA. The MHC is DRB1_0101 with pseudo-sequence DRB1_0101. The binding affinity (normalized) is 0.678. (5) The peptide sequence is QFKPEEITGIMKDLD. The MHC is DRB1_0701 with pseudo-sequence DRB1_0701. The binding affinity (normalized) is 0.123.